Dataset: Forward reaction prediction with 1.9M reactions from USPTO patents (1976-2016). Task: Predict the product of the given reaction. (1) Given the reactants [C:1]([O:5][C:6]([NH:8][C:9]1[CH:10]=[N:11][CH:12]=[CH:13][C:14]=1[C@H:15]1[CH2:20][C@@H:19]([NH:21][C:22](=[O:28])[O:23][C:24]([CH3:27])([CH3:26])[CH3:25])[C@@H:18]([NH2:29])[C@@H:17]([CH3:30])[CH2:16]1)=[O:7])([CH3:4])([CH3:3])[CH3:2].[CH:31](=O)C1C=CC=CC=1.[B-]C#N.[Na+].C=O, predict the reaction product. The product is: [C:1]([O:5][C:6]([NH:8][C:9]1[CH:10]=[N:11][CH:12]=[CH:13][C:14]=1[C@H:15]1[CH2:20][C@@H:19]([NH:21][C:22](=[O:28])[O:23][C:24]([CH3:27])([CH3:26])[CH3:25])[C@@H:18]([NH:29][CH3:31])[C@@H:17]([CH3:30])[CH2:16]1)=[O:7])([CH3:4])([CH3:2])[CH3:3]. (2) Given the reactants [OH:1][CH2:2][CH:3]1[O:8][C:7]2[C:9]3[C:14]([C:15](=[O:18])[C:16](=[O:17])[C:6]=2[S:5][CH2:4]1)=[CH:13][CH:12]=[CH:11][CH:10]=3.[F:19][C:20]1[CH:25]=[CH:24][C:23]([N:26]=[C:27]=[O:28])=[CH:22][CH:21]=1.C(=O)([O-])[O-].[K+].[K+], predict the reaction product. The product is: [F:19][C:20]1[CH:25]=[CH:24][C:23]([NH:26][C:27](=[O:28])[O:1][CH2:2][CH:3]2[O:8][C:7]3[C:9]4[C:14]([C:15](=[O:18])[C:16](=[O:17])[C:6]=3[S:5][CH2:4]2)=[CH:13][CH:12]=[CH:11][CH:10]=4)=[CH:22][CH:21]=1. (3) Given the reactants [F:1][C:2]1[CH:3]=[C:4]([CH:20]=[CH:21][C:22]=1[F:23])[CH2:5][N:6]1[C:15](=[O:16])[C:14]2[C:9](=[CH:10][CH:11]=[C:12](I)[CH:13]=2)[N:8]([CH3:18])[C:7]1=[O:19].C(N(C(C)C)CC)(C)C.[C:33]1([CH2:39][C:40]#[CH:41])[CH:38]=[CH:37][CH:36]=[CH:35][CH:34]=1.O, predict the reaction product. The product is: [F:1][C:2]1[CH:3]=[C:4]([CH:20]=[CH:21][C:22]=1[F:23])[CH2:5][N:6]1[C:15](=[O:16])[C:14]2[C:9](=[CH:10][CH:11]=[C:12]([C:41]#[C:40][CH2:39][C:33]3[CH:38]=[CH:37][CH:36]=[CH:35][CH:34]=3)[CH:13]=2)[N:8]([CH3:18])[C:7]1=[O:19]. (4) Given the reactants [Cl:1][C:2]1[CH:7]=[C:6]([F:8])[CH:5]=[CH:4][C:3]=1[C:9]1[C:10]([CH3:25])=[N:11][N:12]([CH3:24])[C:13]=1[CH:14]([C:16]1[CH:21]=[CH:20][C:19]([F:22])=[CH:18][C:17]=1[F:23])[OH:15].[Cr](O[Cr]([O-])(=O)=O)([O-])(=O)=O.[NH+]1C=CC=CC=1.[NH+]1C=CC=CC=1, predict the reaction product. The product is: [Cl:1][C:2]1[CH:7]=[C:6]([F:8])[CH:5]=[CH:4][C:3]=1[C:9]1[C:10]([CH3:25])=[N:11][N:12]([CH3:24])[C:13]=1[C:14]([C:16]1[CH:21]=[CH:20][C:19]([F:22])=[CH:18][C:17]=1[F:23])=[O:15]. (5) Given the reactants [CH2:1]([O:3][C:4](=[O:16])[C:5]([C:14]#[N:15])=[CH:6][C:7]1[CH:12]=[CH:11][C:10]([Br:13])=[CH:9][CH:8]=1)[CH3:2].[Cl:17][C:18]1[CH:19]=[C:20]([Mg]Br)[CH:21]=[CH:22][C:23]=1Cl.Cl, predict the reaction product. The product is: [CH2:1]([O:3][C:4](=[O:16])[CH:5]([C:14]#[N:15])[CH:6]([C:7]1[CH:8]=[CH:9][C:10]([Br:13])=[CH:11][CH:12]=1)[C:21]1[CH:20]=[CH:19][C:18]([Cl:17])=[CH:23][CH:22]=1)[CH3:2].